This data is from NCI-60 drug combinations with 297,098 pairs across 59 cell lines. The task is: Regression. Given two drug SMILES strings and cell line genomic features, predict the synergy score measuring deviation from expected non-interaction effect. (1) Drug 1: CN(CC1=CN=C2C(=N1)C(=NC(=N2)N)N)C3=CC=C(C=C3)C(=O)NC(CCC(=O)O)C(=O)O. Drug 2: CCC1(CC2CC(C3=C(CCN(C2)C1)C4=CC=CC=C4N3)(C5=C(C=C6C(=C5)C78CCN9C7C(C=CC9)(C(C(C8N6C=O)(C(=O)OC)O)OC(=O)C)CC)OC)C(=O)OC)O.OS(=O)(=O)O. Cell line: DU-145. Synergy scores: CSS=26.6, Synergy_ZIP=-8.94, Synergy_Bliss=-9.87, Synergy_Loewe=-15.8, Synergy_HSA=-8.38. (2) Drug 1: CC1C(C(CC(O1)OC2CC(CC3=C2C(=C4C(=C3O)C(=O)C5=C(C4=O)C(=CC=C5)OC)O)(C(=O)C)O)N)O.Cl. Drug 2: C1CN(P(=O)(OC1)NCCCl)CCCl. Cell line: BT-549. Synergy scores: CSS=5.24, Synergy_ZIP=-5.98, Synergy_Bliss=-2.22, Synergy_Loewe=-19.4, Synergy_HSA=-3.11.